The task is: Binary Classification. Given a miRNA mature sequence and a target amino acid sequence, predict their likelihood of interaction.. This data is from Experimentally validated miRNA-target interactions with 360,000+ pairs, plus equal number of negative samples. (1) The miRNA is hsa-miR-7151-5p with sequence GAUCCAUCUCUGCCUGUAUUGGC. The protein sequence of the target gene is MGRMHAPGKGLSQSALPYRRSVPTWLKLTSDDVKEQIYKLAKKGLTPSQIGVILRDSHGVAQVRFVTGNKILRILKSKGLAPDLPEDLYHLIKKAVAVRKHLERNRKDKDAKFRLILIESRIHRLARYYKTKRVLPPNWKYESSTASALVA. Result: 0 (no interaction). (2) The miRNA is hsa-miR-3120-3p with sequence CACAGCAAGUGUAGACAGGCA. The protein sequence of the target gene is MSGMGENTSDPSRAETRKRKECPDQLGPSPKRNTEKRNREQENKYIEELAELIFANFNDIDNFNFKPDKCAILKETVKQIRQIKEQEKAAAANIDEVQKSDVSSTGQGVIDKDALGPMMLEALDGFFFVVNLEGNVVFVSENVTQYLRYNQEELMNKSVYSILHVGDHTEFVKNLLPKSIVNGGSWSGEPPRRNSHTFNCRMLVKPLPDSEEEGHDNQEAHQKYETMQCFAVSQPKSIKEEGEDLQSCLICVARRVPMKERPVLPSSESFTTRQDLQGKITSLDTSTMRAAMKPGWEDLV.... Result: 1 (interaction). (3) The miRNA is mmu-miR-3473b with sequence GGGCUGGAGAGAUGGCUCAG. The protein sequence of the target gene is MAAATRGCRPWGSLLGLLGLVSAAAAAWDLASLRCTLGAFCECDFRPDLPGLECDLAQHLAGQHLAKALVVKALKAFVRDPAPTKPLVLSLHGWTGTGKSYVSSLLAHYLFQGGLRSPRVHHFSPVLHFPHPSHIERYKKDLKSWVQGNLTACGRSLFLFDEMDKMPPGLMEVLRPFLGSSWVVYGTNYRKAIFIFIRWLLKLGHHGRAPPRRSGALPPAPAAPRPALRAQRAGPAGPGAKG. Result: 0 (no interaction). (4) The protein sequence of the target gene is MLSPQRTAAVASRGAGDAMENGKPGPVQVVLVHKEQHSFELEERALASVLLQDHIRDLDVVVVSVAGAFRKGKSFILDFMLRYLYSQKEGGHSDWLGDPEEPLTGFSWRGGSDPETTGIQIWSEVFTVKKPCGKKVAVVLMDTQGAFDSQSTVKDCATIFALSTMTSSVQIYNLSQNIQEDDLQQLQLFTEYGRLAMDEIFQKPFQTLMFLIRDWSFPYEYNYGLQGGMAFLDKRLHVKEHQHEEIQNVRNHIHSCFSDVTCFLLPHPGLQVATSPNFDGKLKDIASEFKEQLQALIPYV.... The miRNA is mmu-miR-3552 with sequence AGGCUGCAGGCCCACUUCCCU. Result: 0 (no interaction). (5) The miRNA is hsa-miR-1279 with sequence UCAUAUUGCUUCUUUCU. The protein sequence of the target gene is MEGVLYKWTNYLTGWQPRWFVLDNGILSYYDSQDDVCKGSKGSIKMAVCEIKVHPADNTRMELIIPGEQHFYMKAVNAAERQRWLVALGSSKACLTDTRTAKEKEISETSESLKTKMSELRLYCDLLMQQVHTIQEFVHRDERHPSPSVENMNEASSLLSATCNTFITTLEECVKIANAKFKPEMFQLPHPDPLVSPVSPSPVQMMKRSASHPGSCSSERSSCSIKEPASALHRLPQRRRRTYSDTDSCNDVPPEDPERPLHCSGNTLNGDLASATIPEESRLMAKTQSEEPLLPFS. Result: 0 (no interaction). (6) The miRNA is hsa-miR-222-3p with sequence AGCUACAUCUGGCUACUGGGU. The protein sequence of the target gene is MLLRAAWRRAAVAVTAAPGPKPAAPTRGLRLRVGDRAPQSAVPADTAAAPEVGPVLRPLYMDVQATTPLDPRVLDAMLPYLINYYGNPHSRTHAYGWESEAAMERARQQVASLIGADPREIIFTSGATESNNIAIKGVARFYRSRKKHLITTQTEHKCVLDSCRSLEAEGFQVTYLPVQKSGIIDLKELEAAIQPDTSLVSVMTVNNEIGVKQPIAEIGRICSSRKVYFHTDAAQAVGKIPLDVNDMKIDLMSISGHKIYGPKGVGAIYIRRRPRVRVEALQSGGGQERGMRSGTVPTPL.... Result: 1 (interaction). (7) The miRNA is hsa-miR-3913-5p with sequence UUUGGGACUGAUCUUGAUGUCU. The protein sequence of the target gene is MPRPAPARRLPGLLLLLWPLLLLPSAAPDPVARPGFRRLETRGPGGSPGRRPSPAAPDGAPASGTSEPGRARGAGVCKSRPLDLVFIIDSSRSVRPLEFTKVKTFVSRIIDTLDIGPADTRVAVVNYASTVKIEFQLQAYTDKQSLKQAVGRITPLSTGTMSGLAIQTAMDEAFTVEAGAREPSSNIPKVAIIVTDGRPQDQVNEVAARAQASGIELYAVGVDRADMASLKMMASEPLEEHVFYVETYGVIEKLSSRFQETFCALDPCVLGTHQCQHVCISDGEGKHHCECSQGYTLNAD.... Result: 1 (interaction). (8) The miRNA is hsa-miR-1238-5p with sequence GUGAGUGGGAGCCCCAGUGUGUG. The protein sequence of the target gene is MAASTASHRPIKGILKNKTSTTSSMVASAEQPRGNVDEELSKKSQKWDEMNILATYHPADKDYGLMKIDEPSTPYHSMMGDDEDACSDTEATEAMAPDILARKLAAAEGLEPKYRIQEQESSGEEDSDLSPEEREKKRQFEMKRKLHYNEGLNIKLARQLISKDLHDDDEDEEMLETADGESMNTEESNQGSTPSDQQQNKLRSS. Result: 0 (no interaction). (9) The miRNA is hsa-miR-6506-3p with sequence UCGUAUCAGAGAUUCCAGACAC. The protein sequence of the target gene is MVLESTMVCVDNSEYMRNGDFLPTRLQAQQDAVNIVCHSKTRSNPENNVGLITLANDCEVLTTLTPDTGRILSKLHTVQPKGKITFCTGIRVAHLALKHRQGKNHKMRIIAFVGSPVEDNEKDLVKLAKRLKKEKVNVDIINFGEEEVNTEKLTAFVNTLNGKDGTGSHLVTVPPGPSLADALISSPILAGEGGAMLGLGASDFEFGVDPSADPELALALRVSMEEQRQRQEEEARRAAAASAAEAGIATTGTEDSDDALLKMTISQQEFGRTGLPDLSSMTEEEQIAYAMQMSLQGAEF.... Result: 0 (no interaction). (10) The miRNA is mmu-miR-340-5p with sequence UUAUAAAGCAAUGAGACUGAUU. The protein sequence of the target gene is MPSSRIPALCLGAWLLLLLLPRFARAEGAVPIPVTCFTRGLDIRKEKADVLCPGGCSLEEFSVFGNIVYASVSSICGAAVHRGVIGTSGGPVRVYSLPGRENYSSVDANGIQSQMLSRWSASFAVTKGKSSTQEATGRAVSTAHPPSGKRLKKTPEKKTGNKDCKADIAFLIDGSFNIGQRRFNLQKNFVGKVALMLGIGTEGPHVGLVQASEHPKIEFYLKNFTSAKDVLFAIKEVGFRGGNSNTGKALKHTAQKFFTADTGVRKGIPKVVVVFIDGWPSDDIEEAGIVAREFGVNVFI.... Result: 0 (no interaction).